Dataset: Forward reaction prediction with 1.9M reactions from USPTO patents (1976-2016). Task: Predict the product of the given reaction. (1) Given the reactants [C:1]1([S:11](Cl)(=[O:13])=[O:12])[C:10]2[C:5](=[CH:6][CH:7]=[CH:8][CH:9]=2)[CH:4]=[CH:3][CH:2]=1.C(N(CC)CC)C.[C:22]([C:24]1([NH2:27])[CH2:26][CH2:25]1)#[N:23].C(=O)(O)[O-].[Na+], predict the reaction product. The product is: [C:22]([C:24]1([NH:27][S:11]([C:1]2[C:10]3[C:5](=[CH:6][CH:7]=[CH:8][CH:9]=3)[CH:4]=[CH:3][CH:2]=2)(=[O:13])=[O:12])[CH2:26][CH2:25]1)#[N:23]. (2) Given the reactants [CH2:1]([Li])CCC.[C:6]([O:10][C:11]([N:13]1[C@@H:18]([C@@H:19]([O:45][CH2:46][C:47]2[CH:52]=[CH:51][CH:50]=[CH:49][CH:48]=2)[C@@H:20]([N:30]([CH2:38][C:39]2[CH:44]=[CH:43][CH:42]=[CH:41][CH:40]=2)[CH2:31][C:32]2[CH:37]=[CH:36][CH:35]=[CH:34][CH:33]=2)[CH2:21][C:22]2[CH:27]=[C:26]([F:28])[CH:25]=[C:24]([F:29])[CH:23]=2)[CH2:17][O:16][C@@H:15]([O:53][CH2:54][C:55]([CH3:58])([CH3:57])[CH3:56])[C@@H:14]1[CH3:59])=[O:12])([CH3:9])([CH3:8])[CH3:7].CC(C)([O-])C.[K+].IC.CN(P(N(C)C)N(C)C)C, predict the reaction product. The product is: [C:6]([O:10][C:11]([N:13]1[C@@H:18]([C@@H:19]([O:45][CH2:46][C:47]2[CH:52]=[CH:51][CH:50]=[CH:49][CH:48]=2)[C@@H:20]([N:30]([CH2:38][C:39]2[CH:40]=[CH:41][CH:42]=[CH:43][CH:44]=2)[CH2:31][C:32]2[CH:33]=[CH:34][CH:35]=[CH:36][CH:37]=2)[CH2:21][C:22]2[CH:27]=[C:26]([F:28])[C:25]([CH3:1])=[C:24]([F:29])[CH:23]=2)[CH2:17][O:16][C@@H:15]([O:53][CH2:54][C:55]([CH3:58])([CH3:57])[CH3:56])[C@@H:14]1[CH3:59])=[O:12])([CH3:8])([CH3:7])[CH3:9]. (3) The product is: [Br:1][C:2]1[CH:6]=[C:5]([C:7]2[NH:24][C:21]3[CH:22]=[CH:23][C:18]([C:13]4[CH:14]=[CH:15][CH:16]=[CH:17][C:12]=4[C:11]([F:10])([F:26])[F:27])=[CH:19][C:20]=3[N:25]=2)[O:4][N:3]=1. Given the reactants [Br:1][C:2]1[CH:6]=[C:5]([C:7](O)=O)[O:4][N:3]=1.[F:10][C:11]([F:27])([F:26])[C:12]1[CH:17]=[CH:16][CH:15]=[CH:14][C:13]=1[C:18]1[CH:23]=[CH:22][C:21]([NH2:24])=[C:20]([NH2:25])[CH:19]=1.C1CCC(N=C=NC2CCCCC2)CC1.CC1C=CC(S(O)(=O)=O)=CC=1.O.[OH-].[Na+], predict the reaction product. (4) Given the reactants [CH3:1][C:2]1OC(=O)[CH:6]([C:10]([CH3:12])=O)[C:4](=[O:5])[CH:3]=1.[NH3:13], predict the reaction product. The product is: [CH3:1][C:2]1[CH:3]=[C:4]([OH:5])[CH:6]=[C:10]([CH3:12])[N:13]=1. (5) Given the reactants [NH2:1][CH2:2][CH2:3][CH2:4][OH:5].[C:14](O[C:14]([O:16][C:17]([CH3:20])([CH3:19])[CH3:18])=[O:15])([O:16][C:17]([CH3:20])([CH3:19])[CH3:18])=[O:15].CCCC(C)C.[Mn]([O-])(=O)(=O)=O.[K+].C(N(CC)CC)C.Cl.CN(C)C.[Cl:45][C:46]1[CH:51]=[CH:50][C:49]([S:52](Cl)(=[O:54])=[O:53])=[CH:48][CH:47]=1, predict the reaction product. The product is: [Cl:45][C:46]1[CH:51]=[CH:50][C:49]([S:52]([O:5][CH2:4][CH2:3][CH2:2][NH:1][C:14]([O:16][C:17]([CH3:18])([CH3:19])[CH3:20])=[O:15])(=[O:54])=[O:53])=[CH:48][CH:47]=1. (6) Given the reactants [C:1]([NH:9][C:10]1[N:18]=[CH:17][N:16]=[C:15]2[C:11]=1[NH:12][CH:13]=[N:14]2)(=[O:8])[C:2]1[CH:7]=[CH:6][CH:5]=[CH:4][CH:3]=1.C(O[CH:23]1[O:39][C:38]([CH2:46][O:47][S:48]([CH3:51])(=[O:50])=[O:49])([CH2:40][O:41][S:42]([CH3:45])(=[O:44])=[O:43])[C@@H:29]([O:30][CH2:31][C:32]2[CH:37]=[CH:36][CH:35]=[CH:34][CH:33]=2)[C@H:24]1[O:25][C:26](=[O:28])[CH3:27])(=O)C.[Si](OS(C(F)(F)F)(=O)=O)(C)(C)C.C([O-])(O)=O.[Na+], predict the reaction product. The product is: [C:26]([O:25][C@@H:24]1[C@H:29]([O:30][CH2:31][C:32]2[CH:33]=[CH:34][CH:35]=[CH:36][CH:37]=2)[C:38]([CH2:46][O:47][S:48]([CH3:51])(=[O:50])=[O:49])([CH2:40][O:41][S:42]([CH3:45])(=[O:43])=[O:44])[O:39][C@H:23]1[N:18]1[C:10]([NH:9][C:1](=[O:8])[C:2]2[CH:7]=[CH:6][CH:5]=[CH:4][CH:3]=2)=[C:11]2[C:15](=[N:14][CH:13]=[N:12]2)[N:16]=[CH:17]1)(=[O:28])[CH3:27]. (7) Given the reactants [CH2:1]([N:5]([CH2:26][C:27]1[CH:32]=[CH:31][C:30]([C:33]([F:36])([F:35])[F:34])=[CH:29][C:28]=1[F:37])[C:6](=[O:25])[CH2:7][O:8][C:9]1[CH:14]=[CH:13][C:12]([CH2:15][C@H:16]([O:22][CH2:23][CH3:24])[C:17]([O:19]CC)=[O:18])=[CH:11][CH:10]=1)[CH2:2][CH2:3][CH3:4].[Li+].[OH-].Cl, predict the reaction product. The product is: [CH2:1]([N:5]([CH2:26][C:27]1[CH:32]=[CH:31][C:30]([C:33]([F:34])([F:35])[F:36])=[CH:29][C:28]=1[F:37])[C:6](=[O:25])[CH2:7][O:8][C:9]1[CH:14]=[CH:13][C:12]([CH2:15][C@H:16]([O:22][CH2:23][CH3:24])[C:17]([OH:19])=[O:18])=[CH:11][CH:10]=1)[CH2:2][CH2:3][CH3:4]. (8) Given the reactants [N+:1]([C:4]1[CH:5]=[CH:6][C:7]([N:12]2[CH2:17][CH2:16][N:15]([CH:18]([C:25]3[CH:30]=[CH:29][CH:28]=[CH:27][CH:26]=3)[C:19]3[CH:20]=[N:21][CH:22]=[CH:23][CH:24]=3)[CH2:14][CH2:13]2)=[C:8]([CH:11]=1)[C:9]#[N:10])([O-])=O.[Cl-].[NH4+], predict the reaction product. The product is: [NH2:1][C:4]1[CH:5]=[CH:6][C:7]([N:12]2[CH2:13][CH2:14][N:15]([CH:18]([C:25]3[CH:26]=[CH:27][CH:28]=[CH:29][CH:30]=3)[C:19]3[CH:20]=[N:21][CH:22]=[CH:23][CH:24]=3)[CH2:16][CH2:17]2)=[C:8]([CH:11]=1)[C:9]#[N:10]. (9) Given the reactants [CH2:1]([C:8]1(O)[C:12]2[CH:13]=[C:14]([NH:19][C:20](=[O:26])[CH2:21][C:22]([CH3:25])([CH3:24])[CH3:23])[C:15]([CH3:18])=[C:16]([CH3:17])[C:11]=2[O:10][C:9]1([CH3:28])[CH3:27])[C:2]1[CH:7]=[CH:6][CH:5]=[CH:4][CH:3]=1, predict the reaction product. The product is: [CH2:1]([CH:8]1[C:12]2[CH:13]=[C:14]([NH:19][C:20](=[O:26])[CH2:21][C:22]([CH3:24])([CH3:23])[CH3:25])[C:15]([CH3:18])=[C:16]([CH3:17])[C:11]=2[O:10][C:9]1([CH3:28])[CH3:27])[C:2]1[CH:7]=[CH:6][CH:5]=[CH:4][CH:3]=1.